From a dataset of Full USPTO retrosynthesis dataset with 1.9M reactions from patents (1976-2016). Predict the reactants needed to synthesize the given product. (1) Given the product [CH3:46][N:33]([CH3:32])[CH2:34][CH2:35][CH2:36][NH:37][C:38]1[CH:43]=[CH:42][C:41]([NH:44][C:2]2[N:7]=[C:6]([C:8]3[C:9]([C:17]4[CH:18]=[C:19]([NH:23][C:24](=[O:31])[CH2:25][C:26]5[S:27][CH:28]=[CH:29][CH:30]=5)[CH:20]=[CH:21][CH:22]=4)=[N:10][N:11]4[CH:16]=[CH:15][CH:14]=[CH:13][C:12]=34)[CH:5]=[CH:4][N:3]=2)=[CH:40][C:39]=1[F:45], predict the reactants needed to synthesize it. The reactants are: Cl[C:2]1[N:7]=[C:6]([C:8]2[C:9]([C:17]3[CH:18]=[C:19]([NH:23][C:24](=[O:31])[CH2:25][C:26]4[S:27][CH:28]=[CH:29][CH:30]=4)[CH:20]=[CH:21][CH:22]=3)=[N:10][N:11]3[CH:16]=[CH:15][CH:14]=[CH:13][C:12]=23)[CH:5]=[CH:4][N:3]=1.[CH3:32][N:33]([CH3:46])[CH2:34][CH2:35][CH2:36][NH:37][C:38]1[CH:43]=[CH:42][C:41]([NH2:44])=[CH:40][C:39]=1[F:45]. (2) The reactants are: [P:1]([O-:47])([O-:46])([O:3][C:4](C(C)(C)C)(C(C)(C)C)[N:5]1[CH:10]=[CH:9][C:8]([NH:11][C:12](=[O:36])[C:13]2[CH:18]=[CH:17][C:16]([C:19]([F:25])([F:24])[C:20]([F:23])([F:22])[F:21])=[CH:15][C:14]=2[O:26][C:27]2[CH:32]=[CH:31][C:30]([F:33])=[CH:29][C:28]=2[O:34][CH3:35])=[CH:7][C:6]1=[O:37])=[O:2]. Given the product [P:1]([OH:46])([OH:47])([O:3][CH2:4][N:5]1[CH:10]=[CH:9][C:8]([NH:11][C:12](=[O:36])[C:13]2[CH:18]=[CH:17][C:16]([C:19]([F:24])([F:25])[C:20]([F:22])([F:23])[F:21])=[CH:15][C:14]=2[O:26][C:27]2[CH:32]=[CH:31][C:30]([F:33])=[CH:29][C:28]=2[O:34][CH3:35])=[CH:7][C:6]1=[O:37])=[O:2], predict the reactants needed to synthesize it. (3) Given the product [C:24]([C@@H:2]([NH:1][C:31](=[O:33])[C:30]1[CH:34]=[C:35]([OH:38])[C:36]([CH3:37])=[C:28]([O:27][CH2:98][CH2:97][C:91]2[CH:92]=[CH:93][C:94]([Cl:96])=[CH:95][C:90]=2[Cl:89])[CH:29]=1)[CH2:3][CH2:4][CH2:5][NH:6][C:7]([NH2:8])=[NH:23])(=[O:26])[NH2:41], predict the reactants needed to synthesize it. The reactants are: [NH2:1][C@H:2]([C:24]([OH:26])=O)[CH2:3][CH2:4][CH2:5][NH:6][C:7](=[NH:23])[N:8](C(OC(C)(C)C)=O)C(OC(C)(C)C)=O.[OH:27][C:28]1[CH:29]=[C:30]([CH:34]=[C:35]([OH:38])[C:36]=1[CH3:37])[C:31]([OH:33])=O.CC(C)[N:41]=C=NC(C)C.C1C=CC2N(O)N=NC=2C=1.C1(P(C2C=CC=CC=2)C2C=CC=CC=2)C=CC=CC=1.C[Si](C([Si](C)(C)C)C(N)=O)(C)C.[Cl:89][C:90]1[CH:95]=[C:94]([Cl:96])[CH:93]=[CH:92][C:91]=1[CH2:97][CH2:98]O.CC(OC(/N=N/C(OC(C)C)=O)=O)C. (4) Given the product [F:1][C:2]1[CH:3]=[C:4]([CH:8]=[CH:9][CH:10]=1)[C:5]([NH:20][C:11]([CH3:13])([C:14]1[CH:19]=[CH:18][CH:17]=[CH:16][CH:15]=1)[CH3:12])=[O:6], predict the reactants needed to synthesize it. The reactants are: [F:1][C:2]1[CH:3]=[C:4]([CH:8]=[CH:9][CH:10]=1)[C:5](Cl)=[O:6].[C:11]([NH2:20])([C:14]1[CH:19]=[CH:18][CH:17]=[CH:16][CH:15]=1)([CH3:13])[CH3:12].C(N(CC)CC)C. (5) Given the product [CH3:15][C:16]1([CH3:21])[O:7][CH:6]2[CH2:5][C:4]([CH2:9][O:10][CH2:11][C:12]([OH:14])=[O:13])([CH3:8])[CH2:3][CH:2]2[O:1]1, predict the reactants needed to synthesize it. The reactants are: [OH:1][CH:2]1[CH:6]([OH:7])[CH2:5][C:4]([CH2:9][O:10][CH2:11][C:12]([OH:14])=[O:13])([CH3:8])[CH2:3]1.[CH3:15][C:16]1C=CC(S(O)(=O)=O)=C[CH:21]=1.COC(OC)(C)C. (6) Given the product [ClH:27].[NH2:4][CH2:5][C@@H:6]([C:15]1[CH:24]=[CH:23][C:22]([OH:25])=[C:21]2[C:16]=1[CH:17]=[CH:18][C:19](=[O:26])[NH:20]2)[OH:7], predict the reactants needed to synthesize it. The reactants are: C(O)=O.[NH2:4][CH2:5][C@@H:6]([C:15]1[CH:24]=[CH:23][C:22]([OH:25])=[C:21]2[C:16]=1[CH:17]=[CH:18][C:19](=[O:26])[NH:20]2)[O:7][Si](C(C)(C)C)(C)C.[ClH:27].